The task is: Predict the product of the given reaction.. This data is from Forward reaction prediction with 1.9M reactions from USPTO patents (1976-2016). (1) Given the reactants [S:1]1[C:5]2=[N:6][CH:7]=[CH:8][N:4]2[C:3]([NH:9][CH2:10][CH2:11][CH2:12][CH2:13][CH2:14][CH2:15][NH2:16])=[N:2]1.[Br:17][C:18]1[CH:23]=[CH:22][CH:21]=[CH:20][C:19]=1[S:24](Cl)(=[O:26])=[O:25].C(=O)([O-])[O-].[K+].[K+], predict the reaction product. The product is: [Br:17][C:18]1[CH:23]=[CH:22][CH:21]=[CH:20][C:19]=1[S:24]([NH:16][CH2:15][CH2:14][CH2:13][CH2:12][CH2:11][CH2:10][NH:9][C:3]1[N:4]2[CH:8]=[CH:7][N:6]=[C:5]2[S:1][N:2]=1)(=[O:26])=[O:25]. (2) Given the reactants [K].C([O:9][C:10]1[CH:19]=[C:18]2[C:13]([CH:14]=[C:15]([O:21][CH3:22])[C:16](=[O:20])[O:17]2)=[CH:12][C:11]=1[N:23]1[S:27](=[O:29])(=[O:28])[NH:26][C:25](=[O:30])[CH2:24]1)C1C=CC=CC=1, predict the reaction product. The product is: [OH:9][C:10]1[CH:19]=[C:18]2[C:13]([CH:14]=[C:15]([O:21][CH3:22])[C:16](=[O:20])[O:17]2)=[CH:12][C:11]=1[N:23]1[S:27](=[O:29])(=[O:28])[NH:26][C:25](=[O:30])[CH2:24]1.